From a dataset of Forward reaction prediction with 1.9M reactions from USPTO patents (1976-2016). Predict the product of the given reaction. (1) The product is: [CH3:11][C:12]1([CH3:26])[O:13][C:14](=[O:25])[NH:15][C:16]2[CH:21]=[CH:20][C:19]([C:2]3[CH:3]=[C:4]([CH2:8][C:9]#[N:10])[CH:5]=[CH:6][CH:7]=3)=[CH:18][C:17]1=2. Given the reactants Br[C:2]1[CH:3]=[C:4]([CH2:8][C:9]#[N:10])[CH:5]=[CH:6][CH:7]=1.[CH3:11][C:12]1([CH3:26])[C:17]2[CH:18]=[C:19](B(O)O)[CH:20]=[CH:21][C:16]=2[NH:15][C:14](=[O:25])[O:13]1, predict the reaction product. (2) Given the reactants [CH3:1][S:2]([NH2:5])(=[O:4])=[O:3].C(N=C=NCCCN(C)C)C.[Cl:17][C:18]1[CH:19]=[CH:20][C:21]2[N:22]([N:24]=[C:25]([C:37]3[CH:42]=[CH:41][CH:40]=[CH:39][CH:38]=3)[C:26]=2[CH2:27][C:28]2[N:33]=[C:32]([C:34](O)=[O:35])[CH:31]=[CH:30][CH:29]=2)[CH:23]=1.Cl, predict the reaction product. The product is: [Cl:17][C:18]1[CH:19]=[CH:20][C:21]2[N:22]([N:24]=[C:25]([C:37]3[CH:42]=[CH:41][CH:40]=[CH:39][CH:38]=3)[C:26]=2[CH2:27][C:28]2[N:33]=[C:32]([C:34]([NH:5][S:2]([CH3:1])(=[O:4])=[O:3])=[O:35])[CH:31]=[CH:30][CH:29]=2)[CH:23]=1. (3) Given the reactants O[C:2]([C:4](F)(F)F)=O.[N:8]1([CH2:14][C:15]2[N:16]=[N:17][C:18]3[C:19](=[C:21]([NH2:26])[N:22]=[C:23]([NH2:25])[N:24]=3)[N:20]=2)[CH2:13][CH2:12][NH:11][CH2:10][CH2:9]1.Cl[CH2:28][C:29]1[C:38]2[C:33](=[CH:34][CH:35]=[CH:36][CH:37]=2)[CH:32]=[CH:31][C:30]=1[CH3:39].C(=O)([O-])[O-].[K+].[K+].CC#N.O, predict the reaction product. The product is: [CH2:30]([C:29]1[C:38]2[C:33](=[CH:34][CH:35]=[CH:36][CH:37]=2)[C:32]([CH2:31][N:11]2[CH2:12][CH2:13][N:8]([CH2:14][C:15]3[N:16]=[N:17][C:18]4[C:19](=[C:21]([NH2:26])[N:22]=[C:23]([NH2:25])[N:24]=4)[N:20]=3)[CH2:9][CH2:10]2)=[C:2]([CH3:4])[CH:28]=1)[CH3:39].